From a dataset of Merck oncology drug combination screen with 23,052 pairs across 39 cell lines. Regression. Given two drug SMILES strings and cell line genomic features, predict the synergy score measuring deviation from expected non-interaction effect. (1) Drug 1: C=CCn1c(=O)c2cnc(Nc3ccc(N4CCN(C)CC4)cc3)nc2n1-c1cccc(C(C)(C)O)n1. Drug 2: O=C(O)C1(Cc2cccc(Nc3nccs3)n2)CCC(Oc2cccc(Cl)c2F)CC1. Cell line: LNCAP. Synergy scores: synergy=3.53. (2) Drug 1: O=S1(=O)NC2(CN1CC(F)(F)F)C1CCC2Cc2cc(C=CCN3CCC(C(F)(F)F)CC3)ccc2C1. Drug 2: O=C(O)C1(Cc2cccc(Nc3nccs3)n2)CCC(Oc2cccc(Cl)c2F)CC1. Cell line: SKMEL30. Synergy scores: synergy=9.23. (3) Cell line: MSTO. Synergy scores: synergy=6.68. Drug 1: CC1CC2C3CCC4=CC(=O)C=CC4(C)C3(F)C(O)CC2(C)C1(O)C(=O)CO. Drug 2: Cn1c(=O)n(-c2ccc(C(C)(C)C#N)cc2)c2c3cc(-c4cnc5ccccc5c4)ccc3ncc21. (4) Drug 1: N#Cc1ccc(Cn2cncc2CN2CCN(c3cccc(Cl)c3)C(=O)C2)cc1. Drug 2: CCc1c2c(nc3ccc(O)cc13)-c1cc3c(c(=O)n1C2)COC(=O)C3(O)CC. Cell line: MDAMB436. Synergy scores: synergy=11.6. (5) Drug 1: COc1cccc2c1C(=O)c1c(O)c3c(c(O)c1C2=O)CC(O)(C(=O)CO)CC3OC1CC(N)C(O)C(C)O1. Drug 2: COC1=C2CC(C)CC(OC)C(O)C(C)C=C(C)C(OC(N)=O)C(OC)C=CC=C(C)C(=O)NC(=CC1=O)C2=O. Cell line: VCAP. Synergy scores: synergy=9.04. (6) Drug 1: COc1cc(C2c3cc4c(cc3C(OC3OC5COC(C)OC5C(O)C3O)C3COC(=O)C23)OCO4)cc(OC)c1O. Drug 2: NC(=O)c1cccc2cn(-c3ccc(C4CCCNC4)cc3)nc12. Cell line: UWB1289BRCA1. Synergy scores: synergy=28.2. (7) Drug 1: O=S1(=O)NC2(CN1CC(F)(F)F)C1CCC2Cc2cc(C=CCN3CCC(C(F)(F)F)CC3)ccc2C1. Drug 2: CN(C)C(=N)N=C(N)N. Cell line: UWB1289BRCA1. Synergy scores: synergy=-1.80. (8) Drug 1: CC1CC2C3CCC4=CC(=O)C=CC4(C)C3(F)C(O)CC2(C)C1(O)C(=O)CO. Drug 2: Cn1cc(-c2cnn3c(N)c(Br)c(C4CCCNC4)nc23)cn1. Cell line: COLO320DM. Synergy scores: synergy=6.87. (9) Drug 1: CC1(c2nc3c(C(N)=O)cccc3[nH]2)CCCN1. Drug 2: CCc1c2c(nc3ccc(O)cc13)-c1cc3c(c(=O)n1C2)COC(=O)C3(O)CC. Cell line: ZR751. Synergy scores: synergy=-12.2.